The task is: Regression/Classification. Given a drug SMILES string, predict its absorption, distribution, metabolism, or excretion properties. Task type varies by dataset: regression for continuous measurements (e.g., permeability, clearance, half-life) or binary classification for categorical outcomes (e.g., BBB penetration, CYP inhibition). Dataset: cyp2c19_veith.. This data is from CYP2C19 inhibition data for predicting drug metabolism from PubChem BioAssay. (1) The drug is CCCc1cc(=O)oc2cc(OCc3cc(OC)c(OC)c(OC)c3)c(Cl)cc12. The result is 0 (non-inhibitor). (2) The drug is N#C/C(=C\c1ccc(O)c(O)c1)C(=O)OCCc1cccs1. The result is 1 (inhibitor). (3) The compound is O=C(c1cccc(F)c1)N1CCC2(CC1)CN(c1cccc(-c3ccccc3)c1)C2. The result is 0 (non-inhibitor). (4) The result is 1 (inhibitor). The molecule is CN(C(=S)NC(=O)c1ccccc1Br)C1CCCCC1.